Dataset: Forward reaction prediction with 1.9M reactions from USPTO patents (1976-2016). Task: Predict the product of the given reaction. (1) The product is: [F:27][C:21]1[CH:22]=[C:23]([F:26])[CH:24]=[CH:25][C:20]=1[N:16]1[C:15]([C:9]2[S:8][C:7]3[C:6]4[N:28]=[C:2]([C:33]#[C:32][CH2:31][N:30]([CH3:34])[CH3:29])[CH:3]=[CH:4][C:5]=4[O:14][CH2:13][CH2:12][C:11]=3[CH:10]=2)=[N:19][CH:18]=[N:17]1. Given the reactants Cl[C:2]1[CH:3]=[CH:4][C:5]2[O:14][CH2:13][CH2:12][C:11]3[CH:10]=[C:9]([C:15]4[N:16]([C:20]5[CH:25]=[CH:24][C:23]([F:26])=[CH:22][C:21]=5[F:27])[N:17]=[CH:18][N:19]=4)[S:8][C:7]=3[C:6]=2[N:28]=1.[CH3:29][N:30]([CH3:34])[CH2:31][C:32]#[CH:33].C([O-])([O-])=O.[K+].[K+].C1(P(C2C=CC=CC=2)CCCP(C2C=CC=CC=2)C2C=CC=CC=2)C=CC=CC=1, predict the reaction product. (2) Given the reactants [NH2:1][C:2]1[CH:10]=[CH:9][CH:8]=[C:7]2[C:3]=1[C:4](=[O:21])[N:5]([C:12]1([CH3:20])[CH2:17][CH2:16][C:15](=[O:18])[NH:14][C:13]1=[O:19])[C:6]2=[O:11].[C:22](Cl)(=[O:25])[CH2:23][CH3:24].CO, predict the reaction product. The product is: [CH3:20][C:12]1([N:5]2[C:4](=[O:21])[C:3]3[C:7](=[CH:8][CH:9]=[CH:10][C:2]=3[NH:1][C:22](=[O:25])[CH2:23][CH3:24])[C:6]2=[O:11])[CH2:17][CH2:16][C:15](=[O:18])[NH:14][C:13]1=[O:19].